From a dataset of Full USPTO retrosynthesis dataset with 1.9M reactions from patents (1976-2016). Predict the reactants needed to synthesize the given product. (1) Given the product [CH3:29][O:28][C:25]1[CH:26]=[CH:27][C:22]([C:21]([O:1][C:2]2[CH:7]=[CH:6][CH:5]=[CH:4][C:3]=2[NH:8][C:9](=[O:20])[C:10]2[CH:15]=[CH:14][C:13]([C:16]([CH3:17])([CH3:19])[CH3:18])=[CH:12][CH:11]=2)=[O:30])=[CH:23][CH:24]=1, predict the reactants needed to synthesize it. The reactants are: [OH:1][C:2]1[CH:7]=[CH:6][CH:5]=[CH:4][C:3]=1[NH:8][C:9](=[O:20])[C:10]1[CH:15]=[CH:14][C:13]([C:16]([CH3:19])([CH3:18])[CH3:17])=[CH:12][CH:11]=1.[C:21](Cl)(=[O:30])[C:22]1[CH:27]=[CH:26][C:25]([O:28][CH3:29])=[CH:24][CH:23]=1. (2) The reactants are: C(O[C:9]1[CH:27]=[CH:26][CH:25]=[CH:24][C:10]=1[C:11]([NH:13][C:14]1[CH:19]=[CH:18][CH:17]=[CH:16][C:15]=1[S:20](=[O:23])(=[O:22])[NH2:21])=[O:12])C1C=CC=CC=1.[F:28][C:29]1[CH:37]=[C:36]([F:38])[CH:35]=[CH:34][C:30]=1[C:31](Cl)=[O:32].[C:39](=[O:42])([O-])[O-].[K+].[K+]. Given the product [CH2:39]([O:42][C:25]1[CH:24]=[C:10]([CH:9]=[CH:27][CH:26]=1)[C:11]([NH:13][C:14]1[CH:19]=[CH:18][CH:17]=[CH:16][C:15]=1[S:20]([NH:21][C:31](=[O:32])[C:30]1[CH:34]=[CH:35][C:36]([F:38])=[CH:37][C:29]=1[F:28])(=[O:22])=[O:23])=[O:12])[C:9]1[CH:27]=[CH:26][CH:25]=[CH:24][CH:10]=1, predict the reactants needed to synthesize it. (3) Given the product [CH3:6][O:7][C:8]([C:10]1[CH:11]=[C:12]([CH3:30])[C:13]2[O:19][C:18]3[C:20]([Cl:26])=[CH:21][C:22]([CH2:24][NH:25][CH2:31][C:32]4[CH:37]=[CH:36][CH:35]=[CH:34][CH:33]=4)=[CH:23][C:17]=3[CH2:16][S:15](=[O:27])(=[O:28])[C:14]=2[CH:29]=1)=[O:9], predict the reactants needed to synthesize it. The reactants are: C([O-])(=O)C.[Na+].[CH3:6][O:7][C:8]([C:10]1[CH:11]=[C:12]([CH3:30])[C:13]2[O:19][C:18]3[C:20]([Cl:26])=[CH:21][C:22]([CH2:24][NH2:25])=[CH:23][C:17]=3[CH2:16][S:15](=[O:28])(=[O:27])[C:14]=2[CH:29]=1)=[O:9].[CH:31](=O)[C:32]1[CH:37]=[CH:36][CH:35]=[CH:34][CH:33]=1.[BH4-].[Na+].C(=O)(O)[O-].[Na+]. (4) Given the product [CH:20]([N:19]1[C:15]([C:13]2[N:14]=[C:7]3[C:6]4[CH:24]=[C:2]([C:29]5[CH:30]=[N:25][CH:26]=[N:27][CH:28]=5)[CH:3]=[CH:4][C:5]=4[O:11][CH2:10][CH2:9][N:8]3[CH:12]=2)=[N:16][C:17]([NH2:23])=[N:18]1)([CH3:22])[CH3:21], predict the reactants needed to synthesize it. The reactants are: Br[C:2]1[CH:3]=[CH:4][C:5]2[O:11][CH2:10][CH2:9][N:8]3[CH:12]=[C:13]([C:15]4[N:19]([CH:20]([CH3:22])[CH3:21])[N:18]=[C:17]([NH2:23])[N:16]=4)[N:14]=[C:7]3[C:6]=2[CH:24]=1.[N:25]1[CH:30]=[C:29](B(O)O)[CH:28]=[N:27][CH:26]=1.C([O-])([O-])=O.[Cs+].[Cs+].O. (5) Given the product [Cl:1][C:2]1[C:7]([F:8])=[CH:6][CH:5]=[C:4]([Cl:9])[C:3]=1[C@H:10]([O:12][C:13]1[C:14]([NH2:30])=[N:15][CH:16]=[C:17]([C:19]2[CH:20]=[N:21][N:22]([CH:24]3[CH2:29][CH2:28][N:27]([CH3:32])[CH2:26][CH2:25]3)[CH:23]=2)[CH:18]=1)[CH3:11], predict the reactants needed to synthesize it. The reactants are: [Cl:1][C:2]1[C:7]([F:8])=[CH:6][CH:5]=[C:4]([Cl:9])[C:3]=1[C@H:10]([O:12][C:13]1[C:14]([NH2:30])=[N:15][CH:16]=[C:17]([C:19]2[CH:20]=[N:21][N:22]([CH:24]3[CH2:29][CH2:28][NH:27][CH2:26][CH2:25]3)[CH:23]=2)[CH:18]=1)[CH3:11].I[CH3:32]. (6) Given the product [CH:18]1([CH2:21][NH:22][C:23]([C:25]2[C:26]3[CH:34]=[CH:33][C:32]([O:35][C:2]4[CH:7]=[CH:6][N:5]=[C:4]5[CH:8]=[C:9]([C:11]6[S:12][CH:13]=[C:14]([CH2:16][OH:17])[N:15]=6)[S:10][C:3]=45)=[CH:31][C:27]=3[S:28][C:29]=2[CH3:30])=[O:24])[CH2:20][CH2:19]1, predict the reactants needed to synthesize it. The reactants are: Cl[C:2]1[CH:7]=[CH:6][N:5]=[C:4]2[CH:8]=[C:9]([C:11]3[S:12][CH:13]=[C:14]([CH2:16][OH:17])[N:15]=3)[S:10][C:3]=12.[CH:18]1([CH2:21][NH:22][C:23]([C:25]2[C:26]3[CH:34]=[CH:33][C:32]([OH:35])=[CH:31][C:27]=3[S:28][C:29]=2[CH3:30])=[O:24])[CH2:20][CH2:19]1.C([O-])([O-])=O.[Cs+].[Cs+]. (7) The reactants are: [C:1]1([C@H:7]([NH2:9])[CH3:8])[CH:6]=[CH:5][CH:4]=[CH:3][CH:2]=1.[CH3:10][O:11][C:12](=[O:17])[CH2:13][C:14](=O)[CH3:15].[CH3:18][O:19][C:20](=[O:23])[C:21]#[CH:22]. Given the product [CH3:18][O:19][C:20](=[O:23])[CH:21]=[CH:22][C:13](=[C:14]([NH:9][C@@H:7]([C:1]1[CH:6]=[CH:5][CH:4]=[CH:3][CH:2]=1)[CH3:8])[CH3:15])[C:12]([O:11][CH3:10])=[O:17], predict the reactants needed to synthesize it. (8) Given the product [C:1]([O:5][C:6](=[O:20])[NH:7][CH2:8][CH2:9][C:10]1[CH:15]=[CH:14][CH:13]=[C:12]([O:16][C:22]2[CH:29]=[CH:28][C:25]([C:26]#[N:27])=[CH:24][N:23]=2)[C:11]=1[CH:17]([CH3:18])[CH3:19])([CH3:3])([CH3:4])[CH3:2], predict the reactants needed to synthesize it. The reactants are: [C:1]([O:5][C:6](=[O:20])[NH:7][CH2:8][CH2:9][C:10]1[CH:15]=[CH:14][CH:13]=[C:12]([OH:16])[C:11]=1[CH:17]([CH3:19])[CH3:18])([CH3:4])([CH3:3])[CH3:2].Cl[C:22]1[CH:29]=[CH:28][C:25]([C:26]#[N:27])=[CH:24][N:23]=1.C([O-])([O-])=O.[K+].[K+]. (9) Given the product [CH2:26]([CH:5]1[CH2:4][N:3]([C:9]([O:11][C:12]([CH3:15])([CH3:14])[CH3:13])=[O:10])[C:2](=[O:1])[CH2:7][C:6]1=[O:8])[C:27]1[CH:32]=[CH:31][CH:30]=[CH:29][CH:28]=1, predict the reactants needed to synthesize it. The reactants are: [O:1]=[C:2]1[CH2:7][C:6](=[O:8])[CH2:5][CH2:4][N:3]1[C:9]([O:11][C:12]([CH3:15])([CH3:14])[CH3:13])=[O:10].[Li+].C[Si]([N-][Si](C)(C)C)(C)C.[CH2:26](Br)[C:27]1[CH:32]=[CH:31][CH:30]=[CH:29][CH:28]=1.OS([O-])(=O)=O.[K+].